This data is from Catalyst prediction with 721,799 reactions and 888 catalyst types from USPTO. The task is: Predict which catalyst facilitates the given reaction. (1) Reactant: C1(P(C2C=CC=CC=2)C2C=CC=CC=2)C=CC=CC=1.CN(C=O)C.[CH2:25]([O:29][C:30]1[CH:35]=[CH:34][C:33]([S:36](Cl)(=O)=O)=[CH:32][CH:31]=1)[C:26]#[C:27][CH3:28].Cl. Product: [CH2:25]([O:29][C:30]1[CH:31]=[CH:32][C:33]([SH:36])=[CH:34][CH:35]=1)[C:26]#[C:27][CH3:28]. The catalyst class is: 614. (2) Reactant: CO.[C:3](#[N:5])[CH3:4].C(N)C.C[O:10][C:11]([C:13]1[C:18](=[O:19])[N:17]([C:20]2[CH:25]=[CH:24][CH:23]=[C:22]([C:26]([F:29])([F:28])[F:27])[CH:21]=2)[C:16]([CH3:30])=[C:15]([C:31]2[N:32]([C:36]3[CH:41]=[CH:40][C:39]([C:42]#[N:43])=[CH:38][CH:37]=3)[N:33]=[CH:34][CH:35]=2)[N:14]=1)=O. Product: [CH2:3]([NH:5][C:11]([C:13]1[C:18](=[O:19])[N:17]([C:20]2[CH:25]=[CH:24][CH:23]=[C:22]([C:26]([F:29])([F:27])[F:28])[CH:21]=2)[C:16]([CH3:30])=[C:15]([C:31]2[N:32]([C:36]3[CH:37]=[CH:38][C:39]([C:42]#[N:43])=[CH:40][CH:41]=3)[N:33]=[CH:34][CH:35]=2)[N:14]=1)=[O:10])[CH3:4]. The catalyst class is: 6. (3) The catalyst class is: 12. Product: [NH2:24][C@H:22]([C:21]1[N:20]=[C:19]2[CH:25]=[CH:26][N:27]([CH3:28])[C:18]2=[CH:17][C:16]=1[N:6]1[CH2:5][CH2:4][N:3]([C:8]([O:10][C:11]([CH3:13])([CH3:12])[CH3:14])=[O:9])[C@@H:2]([CH3:1])[CH2:7]1)[CH3:23]. Reactant: [CH3:1][C@H:2]1[CH2:7][NH:6][CH2:5][CH2:4][N:3]1[C:8]([O:10][C:11]([CH3:14])([CH3:13])[CH3:12])=[O:9].Br[C:16]1[CH:17]=[C:18]2[N:27]([CH3:28])[CH:26]=[CH:25][C:19]2=[N:20][C:21]=1[C@@H:22]([NH2:24])[CH3:23].CC([O-])(C)C.[K+].C([O-])(O)=O.[Na+].